Dataset: Forward reaction prediction with 1.9M reactions from USPTO patents (1976-2016). Task: Predict the product of the given reaction. (1) Given the reactants [Si:1]([O:8][CH2:9][C@H:10]1[N:14]([C:15]([O:17][C:18]([CH3:21])([CH3:20])[CH3:19])=[O:16])[C:13](=[O:22])[C:12]([CH3:24])([CH3:23])[CH2:11]1)([C:4]([CH3:7])([CH3:6])[CH3:5])([CH3:3])[CH3:2].[Li+].[OH-:26], predict the reaction product. The product is: [C:18]([O:17][C:15]([NH:14][C@H:10]([CH2:9][O:8][Si:1]([C:4]([CH3:5])([CH3:6])[CH3:7])([CH3:2])[CH3:3])[CH2:11][C:12]([CH3:24])([CH3:23])[C:13]([OH:26])=[O:22])=[O:16])([CH3:19])([CH3:21])[CH3:20]. (2) The product is: [CH3:1][O:2][C:3]1[CH:4]=[CH:5][C:6]([C@H:9]2[CH2:11][C@@H:10]2[CH2:12][O:13][C:14]2[C:19]([C:20]3[N:29]([CH3:28])[NH:30][C:22](=[O:24])[CH:21]=3)=[CH:18][N:17]=[C:16]([CH3:27])[N:15]=2)=[N:7][CH:8]=1. Given the reactants [CH3:1][O:2][C:3]1[CH:4]=[CH:5][C:6]([C@H:9]2[CH2:11][C@@H:10]2[CH2:12][O:13][C:14]2[C:19]([C:20]#[C:21][C:22]([O:24]CC)=O)=[CH:18][N:17]=[C:16]([CH3:27])[N:15]=2)=[N:7][CH:8]=1.[CH3:28][NH:29][NH2:30], predict the reaction product. (3) The product is: [NH2:1][C:2]1[C:7]([CH3:8])=[CH:6][C:5]([Cl:9])=[CH:4][C:3]=1[CH:10]=[O:11]. Given the reactants [NH2:1][C:2]1[C:7]([CH3:8])=[CH:6][C:5]([Cl:9])=[CH:4][C:3]=1[CH2:10][OH:11].ClCCl, predict the reaction product. (4) Given the reactants [CH3:1][C:2]1[NH:3][CH:4]=[CH:5][N:6]=1.[F:7][C:8]1[CH:17]=[CH:16][C:11]([C:12](=[O:15])[CH2:13]Br)=[CH:10][CH:9]=1, predict the reaction product. The product is: [F:7][C:8]1[CH:17]=[CH:16][C:11]([C:12](=[O:15])[CH2:13][N:3]2[CH:4]=[CH:5][N:6]=[C:2]2[CH3:1])=[CH:10][CH:9]=1. (5) The product is: [Cl:1][C:2]1[CH:11]=[C:10]([CH:12]([NH2:35])[CH3:13])[C:9]([N:15]2[CH2:20][CH2:19][N:18]([C:21]([C:23]3[CH:24]=[N:25][CH:26]=[CH:27][CH:28]=3)=[O:22])[CH2:17][CH2:16]2)=[C:8]2[C:3]=1[CH:4]=[CH:5][CH:6]=[N:7]2. Given the reactants [Cl:1][C:2]1[CH:11]=[C:10]([C:12](=O)[CH3:13])[C:9]([N:15]2[CH2:20][CH2:19][N:18]([C:21]([C:23]3[CH:24]=[N:25][CH:26]=[CH:27][CH:28]=3)=[O:22])[CH2:17][CH2:16]2)=[C:8]2[C:3]=1[CH:4]=[CH:5][CH:6]=[N:7]2.C([O-])(=O)C.[NH4+].C([BH3-])#[N:35].[Na+].O1CCCC1, predict the reaction product.